This data is from Forward reaction prediction with 1.9M reactions from USPTO patents (1976-2016). The task is: Predict the product of the given reaction. (1) Given the reactants [Br:1][C:2]1[CH:8]=[CH:7][C:5]([NH2:6])=[CH:4][CH:3]=1.Cl.N([O-])=O.[Na+].OC=[C:16]1[CH2:21][CH2:20][CH2:19][CH2:18][C:17]1=[O:22].C([O-])(=O)C.[Na+], predict the reaction product. The product is: [Br:1][C:2]1[CH:8]=[C:7]2[C:5](=[CH:4][CH:3]=1)[NH:6][C:16]1[C:17](=[O:22])[CH2:18][CH2:19][CH2:20][C:21]2=1. (2) Given the reactants Cl.[F:2][C:3]1[C:13]([F:14])=[C:7]([C:8]([O:10]CC)=O)[C:6]([NH2:15])=[CH:5][CH:4]=1.[C:16]([C:18]([O:20][CH2:21][CH3:22])=[O:19])#[N:17], predict the reaction product. The product is: [F:14][C:13]1[C:3]([F:2])=[CH:4][CH:5]=[C:6]2[C:7]=1[C:8](=[O:10])[NH:17][C:16]([C:18]([O:20][CH2:21][CH3:22])=[O:19])=[N:15]2. (3) Given the reactants [CH:1]1([C:4]2[C:12]([C:13]([O:15][CH3:16])=[O:14])=[CH:11][C:7]([C:8]([OH:10])=O)=[C:6]([CH2:17][CH3:18])[CH:5]=2)[CH2:3][CH2:2]1.Cl.[F:20][C:21]1([C:27]2[CH:34]=[CH:33][C:30]([C:31]#[N:32])=[CH:29][CH:28]=2)[CH2:26][CH2:25][NH:24][CH2:23][CH2:22]1.CCN(C(C)C)C(C)C.CN(C(ON1N=NC2C=CC=CC1=2)=[N+](C)C)C.F[P-](F)(F)(F)(F)F, predict the reaction product. The product is: [C:31]([C:30]1[CH:29]=[CH:28][C:27]([C:21]2([F:20])[CH2:26][CH2:25][N:24]([C:8]([C:7]3[C:6]([CH2:17][CH3:18])=[CH:5][C:4]([CH:1]4[CH2:2][CH2:3]4)=[C:12]([CH:11]=3)[C:13]([O:15][CH3:16])=[O:14])=[O:10])[CH2:23][CH2:22]2)=[CH:34][CH:33]=1)#[N:32]. (4) Given the reactants Br[C:2]1[CH:7]=[CH:6][C:5]([O:8][CH:9]2[CH2:12][N:11]([CH2:13][C:14]3[CH:19]=[CH:18][C:17]([C:20]([F:23])([F:22])[F:21])=[CH:16][CH:15]=3)[CH2:10]2)=[CH:4][N:3]=1.[CH2:24]([NH:26][C:27](=[O:44])[C:28]1[CH:33]=[CH:32][C:31](B2OC(C)(C)C(C)(C)O2)=[CH:30][C:29]=1[CH3:43])[CH3:25], predict the reaction product. The product is: [CH2:24]([NH:26][C:27](=[O:44])[C:28]1[CH:33]=[CH:32][C:31]([C:2]2[CH:7]=[CH:6][C:5]([O:8][CH:9]3[CH2:12][N:11]([CH2:13][C:14]4[CH:19]=[CH:18][C:17]([C:20]([F:23])([F:22])[F:21])=[CH:16][CH:15]=4)[CH2:10]3)=[CH:4][N:3]=2)=[CH:30][C:29]=1[CH3:43])[CH3:25]. (5) Given the reactants [N+:1]([C:4]1[CH:5]=[C:6]2[C:10](=[CH:11][CH:12]=1)[NH:9][C:8](=[O:13])[C:7]2=[O:14])([O-:3])=[O:2].C([O-])([O-])=O.[K+].[K+].[CH3:21][O:22][N:23]=[C:24]([CH2:27][O:28][C:29]1[CH:34]=[CH:33][CH:32]=[C:31]([C:35]([F:38])([F:37])[F:36])[CH:30]=1)[CH2:25]Br.O, predict the reaction product. The product is: [CH3:21][O:22][N:23]=[C:24]([CH2:27][O:28][C:29]1[CH:34]=[CH:33][CH:32]=[C:31]([C:35]([F:36])([F:38])[F:37])[CH:30]=1)[CH2:25][N:9]1[C:10]2[C:6](=[CH:5][C:4]([N+:1]([O-:3])=[O:2])=[CH:12][CH:11]=2)[C:7](=[O:14])[C:8]1=[O:13].